Predict the reaction yield, written as a fraction of the theoretical maximum amount of product (1.0 means a 100% yield; for example, 0.34 means a 34% yield). From a dataset of Reaction yield outcomes from USPTO patents with 853,638 reactions. (1) The reactants are [CH3:1][N:2]1[CH:6]=[C:5]([NH2:7])[CH:4]=[N:3]1.C(OC([NH:15][C:16]1[S:20][C:19]([C:21]2[C:26]([F:27])=[CH:25][CH:24]=[CH:23][C:22]=2[F:28])=[N:18][C:17]=1[C:29](O)=[O:30])=O)(C)(C)C.CN(C(ON1N=NC2C=CC=NC1=2)=[N+](C)C)C.F[P-](F)(F)(F)(F)F. No catalyst specified. The product is [NH2:15][C:16]1[S:20][C:19]([C:21]2[C:26]([F:27])=[CH:25][CH:24]=[CH:23][C:22]=2[F:28])=[N:18][C:17]=1[C:29]([NH:7][C:5]1[CH:4]=[N:3][N:2]([CH3:1])[CH:6]=1)=[O:30]. The yield is 0.700. (2) The yield is 0.910. The catalyst is O1CCCC1. The reactants are C1C(=O)N([Cl:8])C(=O)C1.[CH3:9][N:10]1[C:14]([C:15]2[CH:16]=[C:17]([C:20]([O:22][CH3:23])=[O:21])[S:18][CH:19]=2)=[C:13]([CH3:24])[CH:12]=[N:11]1. The product is [Cl:8][C:12]1[C:13]([CH3:24])=[C:14]([C:15]2[CH:16]=[C:17]([C:20]([O:22][CH3:23])=[O:21])[S:18][CH:19]=2)[N:10]([CH3:9])[N:11]=1. (3) The yield is 0.830. The catalyst is N1C=CC=CC=1. The product is [CH2:1]([O:8][C:9]1[CH:14]=[CH:13][C:12]([N:15]2[C:23]3[C:18](=[CH:19][CH:20]=[CH:21][CH:22]=3)[C:17]([CH:24]=[N:29][OH:30])=[C:16]2[CH3:26])=[CH:11][C:10]=1[F:27])[C:2]1[CH:7]=[CH:6][CH:5]=[CH:4][CH:3]=1. The reactants are [CH2:1]([O:8][C:9]1[CH:14]=[CH:13][C:12]([N:15]2[C:23]3[C:18](=[CH:19][CH:20]=[CH:21][CH:22]=3)[C:17]([CH:24]=O)=[C:16]2[CH3:26])=[CH:11][C:10]=1[F:27])[C:2]1[CH:7]=[CH:6][CH:5]=[CH:4][CH:3]=1.Cl.[NH2:29][OH:30].CO. (4) The reactants are C([Si](C)(C)[O:6][C@H:7]1[CH2:13][N:12]([CH2:14][C:15]2[CH:16]=[N:17][CH:18]=[CH:19][CH:20]=2)[C:11](=[O:21])[C@@H:10]([NH:22][C:23](=[O:42])[C@@H:24]([C@H:27]2[C@H:32]([OH:33])[C@@H:31](/[CH:34]=[CH:35]/[C:36]([CH3:39])([CH3:38])[CH3:37])[O:30][C:29]([CH3:41])([CH3:40])[O:28]2)[O:25][CH3:26])[CH2:9][CH2:8]1)(C)(C)C.[F-].C([N+](CCCC)(CCCC)CCCC)CCC. No catalyst specified. The product is [CH3:37][C:36]([CH3:39])([CH3:38])/[CH:35]=[CH:34]/[C@H:31]1[O:30][C:29]([CH3:40])([CH3:41])[O:28][C@@H:27]([C@@H:24]([O:25][CH3:26])[C:23]([NH:22][C@H:10]2[CH2:9][CH2:8][C@@H:7]([OH:6])[CH2:13][N:12]([CH2:14][C:15]3[CH:16]=[N:17][CH:18]=[CH:19][CH:20]=3)[C:11]2=[O:21])=[O:42])[C@@H:32]1[OH:33]. The yield is 0.752. (5) The reactants are [O:1]=[C:2]1[C:7]([CH2:8][C:9]2[CH:14]=[CH:13][C:12]([C:15]3[C:16]([C:21]#[N:22])=[CH:17][CH:18]=[CH:19][CH:20]=3)=[CH:11][CH:10]=2)=[C:6]([CH2:23][CH2:24][CH3:25])[N:5]2[N:26]=[CH:27][N:28]=[C:4]2[N:3]1[CH:29]1[CH2:34][CH2:33][C:32](=O)[CH2:31][CH2:30]1.COC(OC)[N:39]([CH3:41])C.C[N:45](C=O)C.C(OCC)(=O)C. The catalyst is O. The product is [O:1]=[C:2]1[C:7]([CH2:8][C:9]2[CH:14]=[CH:13][C:12]([C:15]3[C:16]([C:21]#[N:22])=[CH:17][CH:18]=[CH:19][CH:20]=3)=[CH:11][CH:10]=2)=[C:6]([CH2:23][CH2:24][CH3:25])[N:5]2[N:26]=[CH:27][N:28]=[C:4]2[N:3]1[CH:29]1[CH2:30][CH2:31][C:32]2[NH:45][N:39]=[CH:41][C:33]=2[CH2:34]1. The yield is 0.710. (6) The reactants are [S:1]1[CH:5]=[CH:4][N:3]=[C:2]1[CH2:6][N:7]1[C:15]2[C:10](=[CH:11][C:12]([NH:16][C:17]3[C:26]4[C:21](=[CH:22][CH:23]=[CH:24][C:25]=4[O:27][C@H:28]([CH3:33])[C:29](OC)=[O:30])[N:20]=[CH:19][N:18]=3)=[CH:13][CH:14]=2)[CH:9]=[N:8]1.[CH3:34][NH2:35]. No catalyst specified. The product is [CH3:34][NH:35][C:29](=[O:30])[C@H:28]([O:27][C:25]1[CH:24]=[CH:23][CH:22]=[C:21]2[C:26]=1[C:17]([NH:16][C:12]1[CH:11]=[C:10]3[C:15](=[CH:14][CH:13]=1)[N:7]([CH2:6][C:2]1[S:1][CH:5]=[CH:4][N:3]=1)[N:8]=[CH:9]3)=[N:18][CH:19]=[N:20]2)[CH3:33]. The yield is 0.860. (7) The reactants are [C:1]([C:3]1[CH:8]=[CH:7][CH:6]=[CH:5][C:4]=1[C:9]1[CH:14]=[CH:13][C:12]([CH2:15][CH:16]([C:22](=O)[CH2:23][CH2:24][CH3:25])[C:17](OCC)=[O:18])=[CH:11][CH:10]=1)#[N:2].[O:27]1[CH2:32][CH2:31][CH2:30][CH:29]([NH:33][C:34]2[NH:38][CH:37]=[N:36][N:35]=2)[CH2:28]1. No catalyst specified. The product is [O:18]=[C:17]1[C:16]([CH2:15][C:12]2[CH:13]=[CH:14][C:9]([C:4]3[C:3]([C:1]#[N:2])=[CH:8][CH:7]=[CH:6][CH:5]=3)=[CH:10][CH:11]=2)=[C:22]([CH2:23][CH2:24][CH3:25])[N:35]2[N:36]=[CH:37][N:38]=[C:34]2[N:33]1[CH:29]1[CH2:30][CH2:31][CH2:32][O:27][CH2:28]1. The yield is 0.630. (8) The reactants are [OH:1][CH2:2][C:3]1[C:4]([C:23]2[CH:28]=[CH:27][C:26]([CH3:29])=[CH:25][CH:24]=2)=[C:5]([CH2:14][NH:15][C:16](=[O:22])[O:17][C:18]([CH3:21])([CH3:20])[CH3:19])[C:6]([CH2:10][CH:11]([CH3:13])[CH3:12])=[N:7][C:8]=1[CH3:9].O[C:31]1[CH:40]=[CH:39][C:34]([C:35]([O:37][CH3:38])=[O:36])=[CH:33][CH:32]=1.C1(P(C2C=CC=CC=2)C2C=CC=CC=2)C=CC=CC=1.N(C(OCC)=O)=NC(OCC)=O. The catalyst is O1CCCC1.C1(C)C=CC=CC=1. The product is [C:18]([O:17][C:16]([NH:15][CH2:14][C:5]1[C:4]([C:23]2[CH:24]=[CH:25][C:26]([CH3:29])=[CH:27][CH:28]=2)=[C:3]([CH2:2][O:1][C:31]2[CH:40]=[CH:39][C:34]([C:35]([O:37][CH3:38])=[O:36])=[CH:33][CH:32]=2)[C:8]([CH3:9])=[N:7][C:6]=1[CH2:10][CH:11]([CH3:13])[CH3:12])=[O:22])([CH3:19])([CH3:20])[CH3:21]. The yield is 0.680. (9) The yield is 0.810. The catalyst is O1CCCC1. The reactants are [Br:1][C:2]1[CH:10]=[CH:9][CH:8]=[C:7]2[C:3]=1[CH:4]=[N:5][NH:6]2.[O:11]1[CH:16]=[CH:15][CH2:14][CH2:13][CH2:12]1.C1(C)C=CC(S(O)(=O)=O)=CC=1. The product is [Br:1][C:2]1[CH:10]=[CH:9][CH:8]=[C:7]2[C:3]=1[CH:4]=[N:5][N:6]2[CH:12]1[CH2:13][CH2:14][CH2:15][CH2:16][O:11]1. (10) The catalyst is C(O)C. The yield is 0.410. The product is [CH2:17]([C:16]1[C:6]2[C:1](=[CH:2][CH:3]=[CH:4][CH:5]=2)[NH:7][C:10]=1[C:11]([O:13][CH2:14][CH3:15])=[O:12])[CH3:18]. The reactants are [C:1]1([NH:7]N)[CH:6]=[CH:5][CH:4]=[CH:3][CH:2]=1.O=[C:10]([CH2:16][CH2:17][CH3:18])[C:11]([O:13][CH2:14][CH3:15])=[O:12].